Dataset: Experimentally validated miRNA-target interactions with 360,000+ pairs, plus equal number of negative samples. Task: Binary Classification. Given a miRNA mature sequence and a target amino acid sequence, predict their likelihood of interaction. (1) The miRNA is hsa-miR-4644 with sequence UGGAGAGAGAAAAGAGACAGAAG. The protein sequence of the target gene is MTIGRMENVEVFTAEGKGRGLKATKEFWAADIIFAERAYSAVVFDSLVNFVCHTCFKRQEKLHRCGQCKFAHYCDRTCQKDAWLNHKNECSAIKRYGKVPNENIRLAARIMWRVEREGTGLTEGCLVSVDDLQNHVEHFGEEEQKDLRVDVDTFLQYWPPQSQQFSMQYISHIFGVINCNGFTLSDQRGLQAVGVGIFPNLGLVNHDCWPNCTVIFNNGNHEAVKSMFHTQMRIELRALGKISEGEELTVSYIDFLNVSEERKRQLKKQYYFDCTCEHCQKKLKDDLFLGVKDNPKPSQE.... Result: 0 (no interaction). (2) The miRNA is mmu-miR-503-5p with sequence UAGCAGCGGGAACAGUACUGCAG. The protein sequence of the target gene is MKELDPKNDISEDKLSVVGEATGGPTRNGARGPGSEGVWEPGSWPERPRGDAGAEWEPLGIPQGNKLLGGSVPACHELKAFANQGCVLVPPRLDDPTEKGACPPVRRGKNFSSTSDLSKPPMPCEEKKTYDCSECGKAFSRSSSLIKHQRIHTGEKPFECDTCGKHFIERSSLTIHQRVHTGEKPYACGDCGKAFSQRMNLTVHQRTHTGEKPYVCDVCGKAFRKTSSLTQHERIHTGEKPYACGDCGKAFSQNMHLIVHQRTHTGEKPYVCPECGRAFSQNMHLTEHQRTHTGEKPYAC.... Result: 0 (no interaction). (3) The miRNA is hsa-miR-603 with sequence CACACACUGCAAUUACUUUUGC. The protein sequence of the target gene is MATDSGDPASTEDSEKPDGISFENRVPQVAATLTVEARLKEKNSTFSASGETVERKRFFRKSVEMTEDDKVAESSPKDERIKAAMNIPRVDKLPSNVLRGGQEVKYEQCSKSTSEISKDCFKEKNEKEMEEEAEMKAVATSPSGRFLKFDIELGRGAFKTVYKGLDTETWVEVAWCELQDRKLTKAEQQRFKEEAEMLKGLQHPNIVRFYDSWESILKGKKCIVLVTELMTSGTLKTYLKRFKVMKPKVLRSWCRQILKGLQFLHTRTPPIIHRDLKCDNIFITGPTGSVKIGDLGLATL.... Result: 1 (interaction). (4) Result: 0 (no interaction). The protein sequence of the target gene is MPHARTETSVGTYESHSTSELEDLTEPEQRELKTKLTKLEAEIVTLRHVLAAKERRCGELKRKLGLTALVGLRQNLSKSWLDVQVSNTYVKQKTSAALSTMGTLICRKLGGVKKSATFRSFEGLMGTIKSKVSGGKRAWP. The miRNA is hsa-miR-3202 with sequence UGGAAGGGAGAAGAGCUUUAAU. (5) The protein sequence of the target gene is MDDQSPAEKKGLRCQNPACMDKGRAAKVCHHADCQQLHRRGPLNLCEACDSKFHSTMHYDGHVRFDLPPQGSVLARNVSTRSCPPRTSPAVDLEEEEEESSVDGKGDRKSTGLKLSKKKARRRHTDDPSKECFTLKFDLNVDIETEIVPAMKKKSLGEVLLPVFERKGIALGKVDIYLDQSNTPLSLTFEAYRFGGHYLRVKAPAKPGDEGKVEQGMKDSKSLSLPILRPAGTGPPALERVDAQSRRESLDILAPGRRRKNMSEFLGEASIPGQEPPTPSSCSLPSGSSGSTNTGDSWKN.... Result: 1 (interaction). The miRNA is hsa-miR-4650-3p with sequence AGGUAGAAUGAGGCCUGACAU. (6) The miRNA is hsa-miR-3191-5p with sequence CUCUCUGGCCGUCUACCUUCCA. The protein sequence of the target gene is MVTNKMTAAFRNPSGKQVATDKVAEKLSSTLSWVKNTVSHTVSQMASQVASPSTSLHTTSSSTTLSTPALSPSSPSQLSPDDLELLAKLEEQNRLLETDSKSLRSVNGSRRNSGSSLVSSSSASSNLSHLEEDSWILWGRIVNEWEDVRKKKEKQVKELVHKGIPHHFRAIVWQLLCSAQSMPIKDQYSELLKMTSPCEKLIRRDIARTYPEHNFFKEKDSLGQEVLFNVMKAYSLVDREVGYCQGSAFIVGLLLMQMPEEEAFCVFVKLMQDYRLRELFKPSMAELGLCMYQFECMIQE.... Result: 0 (no interaction). (7) The miRNA is hsa-miR-29b-2-5p with sequence CUGGUUUCACAUGGUGGCUUAG. The protein sequence of the target gene is MSTSVPQGHTWTQRVKKDDEEEDPLDQLISRSGCAASHFAVQECMAQHQDWRQCQPQVQAFKDCMSEQQARRQEELQRRQEQAGAHH. Result: 0 (no interaction). (8) The miRNA is rno-miR-451-5p with sequence AAACCGUUACCAUUACUGAGUU. The protein sequence of the target gene is MHTVEDMLVEKNYSKCPLKKRPVNYQFEAPQNHSNTPNEPQDLCVKKMEILEENPSEELINVSDCCEDEGVDVDHTDDEHIEEEDEDVDVDVDSDPNQTQAAALAAAAAVAAAAAASVVVPTPTYPKYPWNNFHMSPYTAEFYRTINQQGHQILPLRGDLIAPSSPSDSLGSLSPPPHHYLHGRASSVSPPMRSEIIHRPIGVRQHRFLPYPQMPGYPSLGGYTHTHHHHAPISPAYSENSYYSMRSMTPESSCSSSLPEDLSLKHKNLNLNLNTSQPGEQAAAKTGDMSPETMPNASAK.... Result: 0 (no interaction). (9) The miRNA is mmu-miR-137-3p with sequence UUAUUGCUUAAGAAUACGCGUAG. The protein sequence of the target gene is MFGAAGRQPIGAPAAGNSWHFSRTMEELVHDLVSALEESSEQARGGFAETGDHSRSISCPLKRQARKRRGRKRRSYNVHHPWETGHCLSEGSDSSLEEPSKDYRENHNNNKKDHSDSDDQMLVAKRRPSSNLNNNVRGKRPLWHESDFAVDNVGNRTLRRRRKVKRMAVDLPQDISNKRTMTQPPEGCRDQDMDSDRAYQYQEFTKNKVKKRKLKIIRQGPKIQDEGVVLESEETNQTNKDKMECEEQKVSDELMSESDSSSLSSTDAGLFTNDEGRQGDDEQSDWFYEKESGGACGITG.... Result: 0 (no interaction). (10) The miRNA is hsa-miR-4776-3p with sequence CUUGCCAUCCUGGUCCACUGCAU. The protein sequence of the target gene is MRGPELGPETSMEGDVLDTLEALGYKGPLLEEQALSKAAEGGLSSPEFSELCIWLGSQIKSLCNLEESITSAGRDDLESFQLEISGFLKEMACPYSVLVSGDIKERLTKKDDCLKLLLFLSTELQALQILQKKKHKNSQLDKNSEICQEVQAVCDALGVPKSDTSDIPLLLSQVESKVKDILCRVQKNHVGKPLLKVDLSSEQAEKLERINDALSCEYECRRRMLMKRLDVTVQSFGWSDRAKAKTDNIARIYQPKRYALSPKTTVTLAHLLAAREDLSKIIRTSSGISREKTACAINKV.... Result: 0 (no interaction).